Predict the product of the given reaction. From a dataset of Forward reaction prediction with 1.9M reactions from USPTO patents (1976-2016). (1) Given the reactants [F:1][C:2]1([CH2:18][F:19])[CH2:6][N:5]([C:7]([O:9][C:10]([CH3:13])([CH3:12])[CH3:11])=[O:8])[C@H:4]([C:14]([O:16]C)=[O:15])[CH2:3]1.[Li+].[OH-], predict the reaction product. The product is: [C:10]([O:9][C:7]([N:5]1[CH2:6][C:2]([F:1])([CH2:18][F:19])[CH2:3][C@H:4]1[C:14]([OH:16])=[O:15])=[O:8])([CH3:13])([CH3:11])[CH3:12]. (2) Given the reactants [F:1][C:2]1[CH:7]=[CH:6][C:5]([C:8]2[O:9][C:10]3[CH:20]=[C:19]([N:21]([CH3:26])[S:22]([CH3:25])(=[O:24])=[O:23])[C:18](B4OC(C)(C)C(C)(C)O4)=[CH:17][C:11]=3[C:12]=2[C:13]([NH:15][CH3:16])=[O:14])=[CH:4][CH:3]=1.Cl[C:37]1[C:38](=[O:54])[N:39]([CH3:53])[N:40]=[C:41]([C:43]2[NH:44][C:45]3[C:50]([CH:51]=2)=[C:49]([F:52])[CH:48]=[CH:47][CH:46]=3)[CH:42]=1, predict the reaction product. The product is: [F:52][C:49]1[CH:48]=[CH:47][CH:46]=[C:45]2[C:50]=1[CH:51]=[C:43]([C:41]1[CH:42]=[C:37]([C:18]3[C:19]([N:21]([CH3:26])[S:22]([CH3:25])(=[O:24])=[O:23])=[CH:20][C:10]4[O:9][C:8]([C:5]5[CH:6]=[CH:7][C:2]([F:1])=[CH:3][CH:4]=5)=[C:12]([C:13]([NH:15][CH3:16])=[O:14])[C:11]=4[CH:17]=3)[C:38](=[O:54])[N:39]([CH3:53])[N:40]=1)[NH:44]2. (3) Given the reactants [CH3:1][N:2]1[C:7]2[CH:8]=[CH:9][S:10][C:6]=2[C:5](=O)[N:4]=[C:3]1[C:12]1[CH:17]=[CH:16][CH:15]=[CH:14][CH:13]=1.COC1C=CC(P2(SP(C3C=CC(OC)=CC=3)(=S)S2)=[S:27])=CC=1, predict the reaction product. The product is: [CH3:1][N:2]1[C:7]2[CH:8]=[CH:9][S:10][C:6]=2[C:5](=[S:27])[N:4]=[C:3]1[C:12]1[CH:17]=[CH:16][CH:15]=[CH:14][CH:13]=1.